Dataset: Forward reaction prediction with 1.9M reactions from USPTO patents (1976-2016). Task: Predict the product of the given reaction. (1) Given the reactants Cl.Cl.[CH3:3][C@H:4]1[C:12]2[C:11]([N:13]3[CH2:18][CH2:17][NH:16][CH2:15][CH2:14]3)=[N:10][CH:9]=[N:8][C:7]=2[C@H:6]([OH:19])[CH2:5]1.CN(C(ON1N=NC2C=CC=NC1=2)=[N+](C)C)C.F[P-](F)(F)(F)(F)F.CCN(C(C)C)C(C)C.[C:53]([O:57][C:58]([N:60]1[C:64]([CH3:66])([CH3:65])[CH2:63][CH2:62][C@H:61]1[C@H:67]([C:71]1[CH:76]=[CH:75][CH:74]=[C:73]([Cl:77])[CH:72]=1)[C:68](O)=[O:69])=[O:59])([CH3:56])([CH3:55])[CH3:54], predict the reaction product. The product is: [Cl:77][C:73]1[CH:72]=[C:71]([C@@H:67]([C@H:61]2[N:60]([C:58]([O:57][C:53]([CH3:56])([CH3:55])[CH3:54])=[O:59])[C:64]([CH3:66])([CH3:65])[CH2:63][CH2:62]2)[C:68]([N:16]2[CH2:15][CH2:14][N:13]([C:11]3[C:12]4[C@H:4]([CH3:3])[CH2:5][C@@H:6]([OH:19])[C:7]=4[N:8]=[CH:9][N:10]=3)[CH2:18][CH2:17]2)=[O:69])[CH:76]=[CH:75][CH:74]=1. (2) Given the reactants [CH3:1][CH:2]1[CH2:11][C:10]2[NH:9][N:8]=[C:7]([C:12]3[CH:17]=[CH:16][CH:15]=[C:14]([C:18]([F:21])([F:20])[F:19])[CH:13]=3)[CH2:6][C:5]=2[C:4](=O)[CH2:3]1.Cl.[NH2:24][NH2:25].C(N(CC)CC)C, predict the reaction product. The product is: [CH3:1][CH:2]1[CH2:11][C:10]2[N:9]=[N:8][C:7]([C:12]3[CH:17]=[CH:16][CH:15]=[C:14]([C:18]([F:21])([F:20])[F:19])[CH:13]=3)=[CH:6][C:5]=2[C:4](=[N:24][NH2:25])[CH2:3]1.